This data is from Full USPTO retrosynthesis dataset with 1.9M reactions from patents (1976-2016). The task is: Predict the reactants needed to synthesize the given product. (1) Given the product [F:1][C:2]1[CH:3]=[C:4]([CH2:8][CH2:9][NH:10][C:11]2[S:12][C:13](=[CH:36][C:33]3[CH:32]=[CH:31][C:30]4[C:35](=[C:26]([O:25][CH:22]([CH3:24])[CH3:23])[CH:27]=[CH:28][N:29]=4)[N:34]=3)[C:14](=[O:16])[N:15]=2)[CH:5]=[CH:6][CH:7]=1, predict the reactants needed to synthesize it. The reactants are: [F:1][C:2]1[CH:3]=[C:4]([CH2:8][CH2:9][NH:10][C:11]2[S:12][CH2:13][C:14](=[O:16])[N:15]=2)[CH:5]=[CH:6][CH:7]=1.C(O[Na])(C)=O.[CH:22]([O:25][C:26]1[CH:27]=[CH:28][N:29]=[C:30]2[C:35]=1[N:34]=[C:33]([CH:36]=O)[CH:32]=[CH:31]2)([CH3:24])[CH3:23]. (2) The reactants are: C(C1C=[CH:5][C:6](O)=[C:7](C=1)[C:8]([NH2:10])=O)=O.[OH-].[K+].[C:15]([OH:18])(=[O:17])C.[C:19]([OH:22])(=O)[CH3:20].I[C:24]1C=CC=CC=1.Cl. Given the product [O:17]=[C:15]1[NH:10][C:8]2[CH:24]=[C:20]([CH:19]=[O:22])[CH:5]=[CH:6][C:7]=2[O:18]1, predict the reactants needed to synthesize it. (3) Given the product [CH:1]([C:4]1[N:5]=[C:6]([CH2:9][CH2:10][C:11]2[CH:46]=[CH:45][N:14]3[C:15](=[O:44])[C:16]([C:30]4[N:34]([CH2:35][C:36]5[CH:41]=[CH:40][C:39]([O:42][CH3:43])=[CH:38][CH:37]=5)[N:33]=[N:32][N:31]=4)=[C:17]([N:47]4[CH2:52][CH2:51][O:50][CH2:49][CH2:48]4)[N:18]=[C:13]3[CH:12]=2)[S:7][CH:8]=1)([CH3:3])[CH3:2], predict the reactants needed to synthesize it. The reactants are: [CH:1]([C:4]1[N:5]=[C:6]([CH2:9][CH2:10][C:11]2[CH:46]=[CH:45][N:14]3[C:15](=[O:44])[C:16]([C:30]4[N:34]([CH2:35][C:36]5[CH:41]=[CH:40][C:39]([O:42][CH3:43])=[CH:38][CH:37]=5)[N:33]=[N:32][N:31]=4)=[C:17](OS(C4C=CC(C)=CC=4)(=O)=O)[N:18]=[C:13]3[CH:12]=2)[S:7][CH:8]=1)([CH3:3])[CH3:2].[NH:47]1[CH2:52][CH2:51][O:50][CH2:49][CH2:48]1. (4) Given the product [C:1]([O:5][C:6]([N:8]1[CH2:12][CH:11]([CH2:13][C:14]2[CH:19]=[CH:18][CH:17]=[CH:16][CH:15]=2)[C:10]([CH2:20][NH:26][CH:23]2[CH2:25][CH2:24]2)([F:22])[CH2:9]1)=[O:7])([CH3:4])([CH3:3])[CH3:2], predict the reactants needed to synthesize it. The reactants are: [C:1]([O:5][C:6]([N:8]1[CH2:12][CH:11]([CH2:13][C:14]2[CH:19]=[CH:18][CH:17]=[CH:16][CH:15]=2)[C:10]([F:22])([CH:20]=O)[CH2:9]1)=[O:7])([CH3:4])([CH3:3])[CH3:2].[CH:23]1([NH2:26])[CH2:25][CH2:24]1.[BH-](OC(C)=O)(OC(C)=O)OC(C)=O.[Na+]. (5) Given the product [O-:1][N+:2]1[C:7]2[CH:8]=[CH:9][CH:10]=[CH:11][C:6]=2[N:5]=[C:4]([N:12]2[CH2:17][CH2:16][CH:15]([CH2:18][C:19]([NH:21][C:22]3[S:23][CH:24]=[CH:25][C:26]=3[C:27]([OH:29])=[O:28])=[O:20])[CH2:14][CH2:13]2)[N:3]=1, predict the reactants needed to synthesize it. The reactants are: [O-:1][N+:2]1[C:7]2[CH:8]=[CH:9][CH:10]=[CH:11][C:6]=2[N:5]=[C:4]([N:12]2[CH2:17][CH2:16][CH:15]([CH2:18][C:19]([NH:21][C:22]3[S:23][CH:24]=[CH:25][C:26]=3[C:27]([O:29]C)=[O:28])=[O:20])[CH2:14][CH2:13]2)[N:3]=1.Cl.[NH+]1C=CC=CC=1.Cl.